Task: Predict the product of the given reaction.. Dataset: Forward reaction prediction with 1.9M reactions from USPTO patents (1976-2016) The product is: [F:5][C:6]1[CH:7]=[C:8]([CH2:12][CH2:13][CH:14]=[O:15])[CH:9]=[CH:10][CH:11]=1. Given the reactants CS(C)=O.[F:5][C:6]1[CH:7]=[C:8]([CH2:12][CH2:13][CH2:14][OH:15])[CH:9]=[CH:10][CH:11]=1.C(N(CC)CC)C.O, predict the reaction product.